This data is from Full USPTO retrosynthesis dataset with 1.9M reactions from patents (1976-2016). The task is: Predict the reactants needed to synthesize the given product. (1) Given the product [CH3:1][C@@H:2]1[CH2:8][N:7]([CH3:21])[CH2:6][C:5]2[CH:9]=[CH:10][C:11]([C:13]([O:15][CH3:16])=[O:14])=[CH:12][C:4]=2[O:3]1, predict the reactants needed to synthesize it. The reactants are: [CH3:1][C@@H:2]1[CH2:8][NH:7][CH2:6][C:5]2[CH:9]=[CH:10][C:11]([C:13]([O:15][CH3:16])=[O:14])=[CH:12][C:4]=2[O:3]1.C=O.[BH-](OC(C)=O)(OC(C)=O)O[C:21](C)=O.[Na+]. (2) Given the product [Cl:1][C:2]1[CH:3]=[C:4]2[C:9](=[CH:10][C:11]=1[O:12][C:13]1[CH:18]=[CH:17][C:16]([C:19](=[O:31])[NH:20][CH2:21][CH2:22][C:23]3[CH:28]=[CH:27][C:26]([Cl:29])=[CH:25][C:24]=3[Cl:30])=[CH:15][CH:14]=1)[O:8][CH2:7][CH2:6][CH:5]2[C:32]([O-:34])=[O:33].[Na+:37], predict the reactants needed to synthesize it. The reactants are: [Cl:1][C:2]1[CH:3]=[C:4]2[C:9](=[CH:10][C:11]=1[O:12][C:13]1[CH:18]=[CH:17][C:16]([C:19](=[O:31])[NH:20][CH2:21][CH2:22][C:23]3[CH:28]=[CH:27][C:26]([Cl:29])=[CH:25][C:24]=3[Cl:30])=[CH:15][CH:14]=1)[O:8][CH2:7][CH2:6][CH:5]2[C:32]([OH:34])=[O:33].C[O-].[Na+:37].